Predict the reaction yield, written as a fraction of the theoretical maximum amount of product (1.0 means a 100% yield; for example, 0.34 means a 34% yield). From a dataset of Reaction yield outcomes from USPTO patents with 853,638 reactions. (1) The reactants are Br[C:2]1[N:3]=[C:4]([C:7]2[C:15]3[C:10](=[N:11][CH:12]=[CH:13][CH:14]=3)[N:9]([C:16]([C:29]3[CH:34]=[CH:33][CH:32]=[CH:31][CH:30]=3)([C:23]3[CH:28]=[CH:27][CH:26]=[CH:25][CH:24]=3)[C:17]3[CH:22]=[CH:21][CH:20]=[CH:19][CH:18]=3)[N:8]=2)[S:5][CH:6]=1.CC(C)([O-])C.[Na+].[CH2:41]([C@H:45]1[CH2:50][NH:49][CH2:48][CH2:47][N:46]1[C:51]([O:53][C:54]([CH3:57])([CH3:56])[CH3:55])=[O:52])[CH:42]([CH3:44])[CH3:43]. The catalyst is C1(C)C=CC=CC=1.CCOC(C)=O.C1C=CC(/C=C/C(/C=C/C2C=CC=CC=2)=O)=CC=1.C1C=CC(/C=C/C(/C=C/C2C=CC=CC=2)=O)=CC=1.C1C=CC(/C=C/C(/C=C/C2C=CC=CC=2)=O)=CC=1.[Pd].[Pd].CC(OC1C=CC=C(OC(C)C)C=1C1C(P(C2CCCCC2)C2CCCCC2)=CC=CC=1)C. The product is [CH2:41]([C@H:45]1[CH2:50][N:49]([C:2]2[N:3]=[C:4]([C:7]3[C:15]4[C:10](=[N:11][CH:12]=[CH:13][CH:14]=4)[N:9]([C:16]([C:29]4[CH:34]=[CH:33][CH:32]=[CH:31][CH:30]=4)([C:17]4[CH:22]=[CH:21][CH:20]=[CH:19][CH:18]=4)[C:23]4[CH:24]=[CH:25][CH:26]=[CH:27][CH:28]=4)[N:8]=3)[S:5][CH:6]=2)[CH2:48][CH2:47][N:46]1[C:51]([O:53][C:54]([CH3:56])([CH3:55])[CH3:57])=[O:52])[CH:42]([CH3:44])[CH3:43]. The yield is 0.490. (2) The reactants are Cl[CH2:2][C:3]1[CH:8]=[CH:7][C:6]([CH2:9][O:10][CH2:11][CH2:12][O:13][CH2:14][CH2:15][O:16][CH2:17][CH2:18][O:19][CH2:20][CH2:21][O:22][CH3:23])=[CH:5][CH:4]=1.[N-:24]=[N+:25]=[N-:26].[Na+]. The catalyst is CN(C=O)C. The product is [N:24]([CH2:2][C:3]1[CH:8]=[CH:7][C:6]([CH2:9][O:10][CH2:11][CH2:12][O:13][CH2:14][CH2:15][O:16][CH2:17][CH2:18][O:19][CH2:20][CH2:21][O:22][CH3:23])=[CH:5][CH:4]=1)=[N+:25]=[N-:26]. The yield is 0.900. (3) The reactants are [NH2:1][C:2]1[CH:3]=[C:4]2[C:9](=[CH:10][CH:11]=1)[N:8]([CH2:12][CH2:13][CH:14]([CH3:16])[CH3:15])[C:7](=[O:17])[C:6]([C:18]1[NH:19][S:20](=[O:29])(=[O:28])[C:21]3[CH:27]=[CH:26][CH:25]=[CH:24][C:22]=3[N:23]=1)=[C:5]2[OH:30].[C:31](OC(=O)C)(=[O:33])[CH3:32].N1C=CC=CC=1. The catalyst is C(Cl)(Cl)Cl. The product is [O:28]=[S:20]1(=[O:29])[C:21]2[CH:27]=[CH:26][CH:25]=[CH:24][C:22]=2[NH:23][C:18]([C:6]2[C:7](=[O:17])[N:8]([CH2:12][CH2:13][CH:14]([CH3:16])[CH3:15])[C:9]3[C:4]([C:5]=2[OH:30])=[CH:3][C:2]([NH:1][C:31](=[O:33])[CH3:32])=[CH:11][CH:10]=3)=[N:19]1. The yield is 0.160. (4) The reactants are [N:1]1[C:10]2[CH:9]([NH:11][CH2:12][CH2:13][CH2:14][CH2:15][N:16]3[C:24](=[O:25])[C:23]4[C:18](=[CH:19][CH:20]=[CH:21][CH:22]=4)[C:17]3=[O:26])[CH2:8][CH2:7][CH2:6][C:5]=2[CH:4]=[CH:3][CH:2]=1.C(N(C(C)C)CC)(C)C.[I-].[K+].Cl[CH2:39][C:40]1[NH:44][C:43]2[C:45]([F:49])=[CH:46][CH:47]=[CH:48][C:42]=2[N:41]=1. The yield is 0.410. The product is [F:49][C:45]1[C:43]2[N:44]=[C:40]([CH2:39][N:11]([CH:9]3[C:10]4[N:1]=[CH:2][CH:3]=[CH:4][C:5]=4[CH2:6][CH2:7][CH2:8]3)[CH2:12][CH2:13][CH2:14][CH2:15][N:16]3[C:24](=[O:25])[C:23]4[C:18](=[CH:19][CH:20]=[CH:21][CH:22]=4)[C:17]3=[O:26])[NH:41][C:42]=2[CH:48]=[CH:47][CH:46]=1. The catalyst is C(#N)C. (5) The reactants are [C:1](Cl)(=O)[C:2]([Cl:4])=[O:3].[NH:7]1[CH:11]=C(C(O)=O)[N:9]=[CH:8]1. The catalyst is CN(C)C=O. The product is [ClH:4].[NH:7]1[CH:11]=[C:1]([C:2]([Cl:4])=[O:3])[N:9]=[CH:8]1. The yield is 1.00. (6) The reactants are Br.Br.[F:3][C:4]1[CH:5]=[C:6]([NH:33][C:34]([NH:36][C:37](=[O:45])[CH2:38][C:39]2[CH:44]=[CH:43][CH:42]=[CH:41][CH:40]=2)=[S:35])[CH:7]=[CH:8][C:9]=1[O:10][C:11]1[C:20]2[C:15](=[CH:16][C:17]([O:23][CH2:24][CH:25]3[CH2:32][CH:28]4[CH2:29][NH:30][CH2:31][CH:27]4[CH2:26]3)=[C:18]([O:21][CH3:22])[CH:19]=2)[N:14]=[CH:13][N:12]=1.C=O.[C:48]([O-])(O)=O.[Na+]. The catalyst is C(C#N)(C)=O.O.CC(O)=O. The product is [F:3][C:4]1[CH:5]=[C:6]([NH:33][C:34]([NH:36][C:37](=[O:45])[CH2:38][C:39]2[CH:40]=[CH:41][CH:42]=[CH:43][CH:44]=2)=[S:35])[CH:7]=[CH:8][C:9]=1[O:10][C:11]1[C:20]2[C:15](=[CH:16][C:17]([O:23][CH2:24][CH:25]3[CH2:32][CH:28]4[CH2:29][N:30]([CH3:48])[CH2:31][CH:27]4[CH2:26]3)=[C:18]([O:21][CH3:22])[CH:19]=2)[N:14]=[CH:13][N:12]=1. The yield is 0.400.